From a dataset of Full USPTO retrosynthesis dataset with 1.9M reactions from patents (1976-2016). Predict the reactants needed to synthesize the given product. (1) Given the product [Br:1][C:2]1[C:7]2[S:10][C:9]([NH2:11])=[N:8][C:6]=2[CH:5]=[C:4]([Br:12])[N:3]=1, predict the reactants needed to synthesize it. The reactants are: [Br:1][C:2]1[CH:7]=[C:6]([NH:8][C:9]([NH2:11])=[S:10])[CH:5]=[C:4]([Br:12])[N:3]=1.BrBr. (2) Given the product [OH2:9].[OH2:9].[OH2:9].[OH2:9].[OH2:9].[BrH:51].[NH2:1][C:2]1[C:45]([C:46]([F:48])([F:47])[F:49])=[CH:44][C:5]([CH2:6][C@@H:7]([CH2:23][C:24]([N:26]2[CH2:27][CH2:28][CH:29]([N:32]3[CH2:38][CH2:37][C:36]4[CH:39]=[CH:40][CH:41]=[CH:42][C:35]=4[NH:34][C:33]3=[O:43])[CH2:30][CH2:31]2)=[O:25])[C:8]([N:10]2[CH2:15][CH2:14][CH:13]([N:16]3[CH2:21][CH2:20][N:19]([CH3:22])[CH2:18][CH2:17]3)[CH2:12][CH2:11]2)=[O:9])=[CH:4][C:3]=1[Cl:50], predict the reactants needed to synthesize it. The reactants are: [NH2:1][C:2]1[C:45]([C:46]([F:49])([F:48])[F:47])=[CH:44][C:5]([CH2:6][C@@H:7]([CH2:23][C:24]([N:26]2[CH2:31][CH2:30][CH:29]([N:32]3[CH2:38][CH2:37][C:36]4[CH:39]=[CH:40][CH:41]=[CH:42][C:35]=4[NH:34][C:33]3=[O:43])[CH2:28][CH2:27]2)=[O:25])[C:8]([N:10]2[CH2:15][CH2:14][CH:13]([N:16]3[CH2:21][CH2:20][N:19]([CH3:22])[CH2:18][CH2:17]3)[CH2:12][CH2:11]2)=[O:9])=[CH:4][C:3]=1[Cl:50].[BrH:51]. (3) Given the product [C:9]([C:8]1[CH:7]([C:11]2[CH:12]=[C:13]3[C:17](=[CH:18][C:19]=2[F:20])[NH:16][N:15]=[C:14]3[CH3:21])[C:6]([C:22]#[N:23])=[C:5]([CH:24]([F:25])[F:26])[N-:4][C:3]=1[CH:2]([F:1])[F:27])#[N:10].[OH:32][CH2:33][CH2:34][N+:35]([CH3:38])([CH3:37])[CH3:36], predict the reactants needed to synthesize it. The reactants are: [F:1][CH:2]([F:27])[C:3]1[NH:4][C:5]([CH:24]([F:26])[F:25])=[C:6]([C:22]#[N:23])[CH:7]([C:11]2[CH:12]=[C:13]3[C:17](=[CH:18][C:19]=2[F:20])[NH:16][N:15]=[C:14]3[CH3:21])[C:8]=1[C:9]#[N:10].C(=O)([O-])O.[OH:32][CH2:33][CH2:34][N+:35]([CH3:38])([CH3:37])[CH3:36]. (4) The reactants are: FC(F)(F)S(O[C:7]1[CH2:8][C:9]([CH3:14])([CH3:13])[O:10][CH2:11][CH:12]=1)(=O)=O.FC(F)(F)S(OC1CCOC(C)(C)C=1)(=O)=O.[B:33]1([B:33]2[O:37][C:36]([CH3:39])([CH3:38])[C:35]([CH3:41])([CH3:40])[O:34]2)[O:37][C:36]([CH3:39])([CH3:38])[C:35]([CH3:41])([CH3:40])[O:34]1.C([O-])(=O)C.[K+]. Given the product [CH3:13][C:9]1([CH3:14])[CH2:8][C:7]([B:33]2[O:37][C:36]([CH3:39])([CH3:38])[C:35]([CH3:41])([CH3:40])[O:34]2)=[CH:12][CH2:11][O:10]1, predict the reactants needed to synthesize it.